Task: Predict the product of the given reaction.. Dataset: Forward reaction prediction with 1.9M reactions from USPTO patents (1976-2016) (1) Given the reactants [NH2:1][C:2]1[CH:3]=[C:4]([C:9]#[C:10][C:11]2[CH:12]=[N:13][CH:14]=[C:15]([CH:18]=2)[C:16]#[N:17])[CH:5]=[CH:6][C:7]=1[F:8].[C:19](Cl)(=[O:21])[CH3:20], predict the reaction product. The product is: [C:16]([C:15]1[CH:18]=[C:11]([C:10]#[C:9][C:4]2[CH:5]=[CH:6][C:7]([F:8])=[C:2]([NH:1][C:19](=[O:21])[CH3:20])[CH:3]=2)[CH:12]=[N:13][CH:14]=1)#[N:17]. (2) The product is: [Si:3]([O:20][CH2:21][CH2:22][O:23][CH2:24][C@H:25]([O:36][C:38]1[C:39]2[N:46]=[N:45][N:44]([C:47]3[CH:52]=[CH:51][CH:50]=[CH:49][C:48]=3[CH3:53])[C:40]=2[N:41]=[CH:42][N:43]=1)[C:26]([NH:28][C:29]1[CH:34]=[CH:33][C:32]([Cl:35])=[CH:31][N:30]=1)=[O:27])([C:16]([CH3:17])([CH3:18])[CH3:19])([C:10]1[CH:11]=[CH:12][CH:13]=[CH:14][CH:15]=1)[C:4]1[CH:5]=[CH:6][CH:7]=[CH:8][CH:9]=1. Given the reactants [H-].[Na+].[Si:3]([O:20][CH2:21][CH2:22][O:23][CH2:24][C@H:25]([OH:36])[C:26]([NH:28][C:29]1[CH:34]=[CH:33][C:32]([Cl:35])=[CH:31][N:30]=1)=[O:27])([C:16]([CH3:19])([CH3:18])[CH3:17])([C:10]1[CH:15]=[CH:14][CH:13]=[CH:12][CH:11]=1)[C:4]1[CH:9]=[CH:8][CH:7]=[CH:6][CH:5]=1.Cl[C:38]1[C:39]2[N:46]=[N:45][N:44]([C:47]3[CH:52]=[CH:51][CH:50]=[CH:49][C:48]=3[CH3:53])[C:40]=2[N:41]=[CH:42][N:43]=1.C(O)(=O)CC(CC(O)=O)(C(O)=O)O, predict the reaction product.